This data is from Full USPTO retrosynthesis dataset with 1.9M reactions from patents (1976-2016). The task is: Predict the reactants needed to synthesize the given product. (1) Given the product [Cl:1][C:2]1[CH:7]=[CH:6][CH:5]=[CH:4][C:3]=1[C:8]1[NH:43][C:33]2[C:34]([C:9]=1[CH2:10][CH2:11][CH2:12][N:13]1[CH2:18][CH2:17][CH:16]([C:19]3[CH:20]=[C:21]([NH:25][C:26](=[O:30])[CH:27]([CH3:29])[CH3:28])[CH:22]=[CH:23][CH:24]=3)[CH2:15][CH2:14]1)=[CH:35][CH:36]=[C:37]1[CH:38]=[CH:39][CH:40]=[CH:41][C:42]=21, predict the reactants needed to synthesize it. The reactants are: [Cl:1][C:2]1[CH:7]=[CH:6][CH:5]=[CH:4][C:3]=1[C:8](=O)[CH2:9][CH2:10][CH2:11][CH2:12][N:13]1[CH2:18][CH2:17][CH:16]([C:19]2[CH:20]=[C:21]([NH:25][C:26](=[O:30])[CH:27]([CH3:29])[CH3:28])[CH:22]=[CH:23][CH:24]=2)[CH2:15][CH2:14]1.Cl.[C:33]1([NH:43]N)[C:42]2[C:37](=[CH:38][CH:39]=[CH:40][CH:41]=2)[CH:36]=[CH:35][CH:34]=1. (2) Given the product [F:8][C:7]1[C:6]([NH:9][C:10]2[CH:15]=[CH:14][C:13]([I:16])=[CH:12][C:11]=2[F:17])=[C:5]([NH:18][S:24]([C:20]2[O:19][CH:23]=[CH:22][CH:21]=2)(=[O:26])=[O:25])[CH:4]=[CH:3][C:2]=1[F:1], predict the reactants needed to synthesize it. The reactants are: [F:1][C:2]1[C:7]([F:8])=[C:6]([NH:9][C:10]2[CH:15]=[CH:14][C:13]([I:16])=[CH:12][C:11]=2[F:17])[C:5]([NH2:18])=[CH:4][CH:3]=1.[O:19]1[CH:23]=[CH:22][CH:21]=[C:20]1[S:24](Cl)(=[O:26])=[O:25]. (3) Given the product [CH3:1][C:2]1[C:3]([C:19]([O:21][CH2:22][CH3:23])=[O:20])=[C:4]2[CH:9]=[CH:8][CH:7]=[N:6][N:5]2[C:10]=1[CH:11]([CH:13]1[CH2:18][CH2:17][N:16]([CH3:24])[CH2:15][CH2:14]1)[CH3:12], predict the reactants needed to synthesize it. The reactants are: [CH3:1][C:2]1[C:3]([C:19]([O:21][CH2:22][CH3:23])=[O:20])=[C:4]2[CH:9]=[CH:8][CH:7]=[N:6][N:5]2[C:10]=1[CH:11]([CH:13]1[CH2:18][CH2:17][NH:16][CH2:15][CH2:14]1)[CH3:12].[CH2:24]=O.[Na]. (4) Given the product [C:1]([NH:8][CH2:9][CH2:10][C:11]1[CH:12]=[C:13]([F:20])[C:14]([C:15]#[N:16])=[C:17]([O:27][CH2:26][CH:21]2[CH2:25][CH2:24][CH2:23][CH2:22]2)[CH:18]=1)([O:3][C:4]([CH3:5])([CH3:6])[CH3:7])=[O:2], predict the reactants needed to synthesize it. The reactants are: [C:1]([NH:8][CH2:9][CH2:10][C:11]1[CH:18]=[C:17](F)[C:14]([C:15]#[N:16])=[C:13]([F:20])[CH:12]=1)([O:3][C:4]([CH3:7])([CH3:6])[CH3:5])=[O:2].[CH:21]1([CH2:26][OH:27])[CH2:25][CH2:24][CH2:23][CH2:22]1.C[Si]([N-][Si](C)(C)C)(C)C.[Na+]. (5) Given the product [OH:6][CH:7]([CH2:59][CH2:60][O:61][C:62]1[CH:67]=[CH:66][CH:65]=[CH:64][CH:63]=1)[CH2:8][C:9]([OH:10])=[O:2], predict the reactants needed to synthesize it. The reactants are: P([O-])([O-])([O-])=[O:2].[OH:6][C@H:7]([CH2:59][CH2:60][O:61][C:62]1[CH:67]=[CH:66][CH:65]=[CH:64][CH:63]=1)[CH2:8][C:9](SCCNC(=O)CCNC(=O)[C@H](O)C(C)(C)COP(O)(=O)OP(O)(=O)OC[C@H]1O[C@@H](N2C3N=CN=C(N)C=3N=C2)[C@H](O)[C@@H]1OP(O)(O)=O)=[O:10]. (6) Given the product [C:4]1([CH2:10][C:11]([NH:13][CH:14]([CH2:19][CH2:20][O:21][NH2:22])[C:15]([O:17][CH3:18])=[O:16])=[O:12])[CH:9]=[CH:8][CH:7]=[CH:6][CH:5]=1, predict the reactants needed to synthesize it. The reactants are: CNN.[C:4]1([CH2:10][C:11]([NH:13][CH:14]([CH2:19][CH2:20][O:21][N:22]2C(=O)C3=CC=CC=C3C2=O)[C:15]([O:17][CH3:18])=[O:16])=[O:12])[CH:9]=[CH:8][CH:7]=[CH:6][CH:5]=1. (7) Given the product [NH2:14][CH2:13][C@H:3]([OH:4])[C@@H:2]([NH:5][C:6](=[O:12])[O:7][C:8]([CH3:11])([CH3:10])[CH3:9])[CH3:1], predict the reactants needed to synthesize it. The reactants are: [CH3:1][C@H:2]([NH:5][C:6](=[O:12])[O:7][C:8]([CH3:11])([CH3:10])[CH3:9])[CH:3]=[O:4].[C-:13]#[N:14].[K+].C(O)(=O)C.